The task is: Predict the reactants needed to synthesize the given product.. This data is from Full USPTO retrosynthesis dataset with 1.9M reactions from patents (1976-2016). (1) Given the product [C:3]([C:8]1[S:9][CH2:10][CH2:11][N:12]=1)(=[O:2])[CH2:4][CH3:5], predict the reactants needed to synthesize it. The reactants are: C[O:2][C:3]([C:8]1[S:9][CH2:10][CH2:11][N:12]=1)(OC)[CH2:4][CH3:5].S(=O)(=O)(O)O.C([O-])(O)=O.[Na+]. (2) Given the product [Br:1][C:2]1[CH:3]=[C:4]([C:8]23[O:16][CH:14]2[CH2:13][CH2:12][CH2:11][CH2:10][CH2:9]3)[CH:5]=[CH:6][CH:7]=1, predict the reactants needed to synthesize it. The reactants are: [Br:1][C:2]1[CH:3]=[C:4]([C:8]2[CH2:14][CH2:13][CH2:12][CH2:11][CH2:10][CH:9]=2)[CH:5]=[CH:6][CH:7]=1.C([O-])(O)=[O:16].[Na+]. (3) Given the product [CH3:1][O:2][C:3]1[CH:9]=[C:8]([B:10]2[O:14][C:13]([CH3:16])([CH3:15])[C:12]([CH3:18])([CH3:17])[O:11]2)[CH:7]=[CH:6][C:4]=1[NH:5][C:29]([C:21]1[N:20]([CH3:19])[C:28]2[C:23]([CH:22]=1)=[CH:24][CH:25]=[CH:26][CH:27]=2)=[O:30], predict the reactants needed to synthesize it. The reactants are: [CH3:1][O:2][C:3]1[CH:9]=[C:8]([B:10]2[O:14][C:13]([CH3:16])([CH3:15])[C:12]([CH3:18])([CH3:17])[O:11]2)[CH:7]=[CH:6][C:4]=1[NH2:5].[CH3:19][N:20]1[C:28]2[C:23](=[CH:24][CH:25]=[CH:26][CH:27]=2)[CH:22]=[C:21]1[C:29](Cl)=[O:30]. (4) Given the product [CH2:3]([S:5][C:6]1[S:10][C:9]([N:11]2[C:15]([C:16]3[CH:21]=[CH:20][CH:19]=[CH:18][N:17]=3)=[CH:14][C:13]([C:22]([OH:24])=[O:23])=[N:12]2)=[N:8][N:7]=1)[CH3:4], predict the reactants needed to synthesize it. The reactants are: [OH-].[Na+].[CH2:3]([S:5][C:6]1[S:10][C:9]([N:11]2[C:15]([C:16]3[CH:21]=[CH:20][CH:19]=[CH:18][N:17]=3)=[CH:14][C:13]([C:22]([O:24]C)=[O:23])=[N:12]2)=[N:8][N:7]=1)[CH3:4].Cl. (5) Given the product [CH2:1]([N:6]1[CH2:15][CH2:14][C:13]2[C:8](=[CH:9][C:10]([O:18][CH3:19])=[C:11]([O:16][CH3:17])[CH:12]=2)[C:7]21[CH2:24][CH2:23][CH:22]([C:25]([N:27]1[CH2:28][CH2:29][N:30]([C:33]3[CH:38]=[CH:37][N:36]=[CH:35][CH:34]=3)[CH2:31][CH2:32]1)=[O:26])[CH2:21][CH:20]2[CH:39]1[C:48]2[C:43](=[CH:44][C:45]([O:51][CH3:52])=[C:46]([O:49][CH3:50])[CH:47]=2)[CH2:42][CH2:41][N:40]1[CH2:53][CH3:54])[CH2:2][CH2:3][CH2:4][CH3:5], predict the reactants needed to synthesize it. The reactants are: [CH2:1]([N:6]1[CH2:15][CH2:14][C:13]2[C:8](=[CH:9][C:10]([O:18][CH3:19])=[C:11]([O:16][CH3:17])[CH:12]=2)[C:7]21[CH2:24][CH2:23][CH:22]([C:25]([N:27]1[CH2:32][CH2:31][N:30]([C:33]3[CH:38]=[CH:37][N:36]=[CH:35][CH:34]=3)[CH2:29][CH2:28]1)=[O:26])[CH2:21][CH:20]2[CH:39]1[C:48]2[C:43](=[CH:44][C:45]([O:51][CH3:52])=[C:46]([O:49][CH3:50])[CH:47]=2)[CH2:42][CH2:41][N:40]1[CH2:53][CH3:54])[CH2:2][CH2:3][CH:4]=[CH2:5]. (6) The reactants are: C([SiH](CC)CC)C.[CH2:8]([O:15][C@@H:16]1[C@H:21]([O:22][CH2:23][C:24]2[CH:29]=[CH:28][CH:27]=[CH:26][CH:25]=2)[C@@H:20]([O:30][CH2:31][C:32]2[CH:37]=[CH:36][CH:35]=[CH:34][CH:33]=2)[C@@H:19]([CH2:38][O:39][CH2:40][C:41]2[CH:46]=[CH:45][CH:44]=[CH:43][CH:42]=2)[O:18][C:17]1([C:48]1[C:57]2[C:52](=[CH:53][CH:54]=[CH:55][CH:56]=2)[CH:51]=[C:50]([CH2:58][C:59]2[S:63][C:62]3[CH:64]=[CH:65][C:66]([F:68])=[CH:67][C:61]=3[CH:60]=2)[CH:49]=1)O)[C:9]1[CH:14]=[CH:13][CH:12]=[CH:11][CH:10]=1.C(=O)([O-])O.[Na+]. Given the product [CH2:8]([O:15][C@H:16]1[C@@H:21]([O:22][CH2:23][C:24]2[CH:29]=[CH:28][CH:27]=[CH:26][CH:25]=2)[C@@H:20]([O:30][CH2:31][C:32]2[CH:33]=[CH:34][CH:35]=[CH:36][CH:37]=2)[C@@H:19]([CH2:38][O:39][CH2:40][C:41]2[CH:46]=[CH:45][CH:44]=[CH:43][CH:42]=2)[O:18][CH:17]1[C:48]1[C:57]2[C:52](=[CH:53][CH:54]=[CH:55][CH:56]=2)[CH:51]=[C:50]([CH2:58][C:59]2[S:63][C:62]3[CH:64]=[CH:65][C:66]([F:68])=[CH:67][C:61]=3[CH:60]=2)[CH:49]=1)[C:9]1[CH:14]=[CH:13][CH:12]=[CH:11][CH:10]=1, predict the reactants needed to synthesize it.